From a dataset of Reaction yield outcomes from USPTO patents with 853,638 reactions. Predict the reaction yield, written as a fraction of the theoretical maximum amount of product (1.0 means a 100% yield; for example, 0.34 means a 34% yield). (1) The reactants are [CH:1]1[C:13]2[C:12]3[CH:11]=[CH:10][CH:9]=[CH:8][C:7]=3[NH:6][C:5]=2[CH:4]=[CH:3][N:2]=1.[C:14](#[N:17])[CH:15]=[CH2:16].[OH-].[CH2:19]([N+](C)(C)C)C1C=CC=CC=1. The catalyst is C1C=CC=CC=1. The yield is 0.800. The product is [CH3:19][N:2]1[CH2:3][CH2:4][C:5]2[N:6]([CH2:16][CH2:15][C:14]#[N:17])[C:7]3[CH:8]=[CH:9][CH:10]=[CH:11][C:12]=3[C:13]=2[CH2:1]1. (2) The reactants are [Br:1][C:2]1[C:10]2[C:5](=[CH:6][C:7]([N+:22]([O-])=O)=[C:8]([CH2:11][NH:12][CH:13]3[CH2:18][CH2:17][CH2:16][N:15]([C:19]([O-:21])=[O:20])[CH2:14]3)[CH:9]=2)[N:4]([C:25]([C:38]2[CH:43]=[CH:42][CH:41]=[CH:40][CH:39]=2)([C:32]2[CH:37]=[CH:36][CH:35]=[CH:34][CH:33]=2)[C:26]2[CH:31]=[CH:30][CH:29]=[CH:28][CH:27]=2)[N:3]=1.[CH3:44]C(O)=O.[CH3:48][CH:49](O)[CH3:50]. The catalyst is [Zn]. The product is [NH2:22][C:7]1[CH:6]=[C:5]2[C:10]([C:2]([Br:1])=[N:3][N:4]2[C:25]([C:26]2[CH:31]=[CH:30][CH:29]=[CH:28][CH:27]=2)([C:32]2[CH:37]=[CH:36][CH:35]=[CH:34][CH:33]=2)[C:38]2[CH:39]=[CH:40][CH:41]=[CH:42][CH:43]=2)=[CH:9][C:8]=1[CH2:11][NH:12][C@@H:13]1[CH2:18][CH2:17][CH2:16][N:15]([C:19]([O:21][C:49]([CH3:50])([CH3:44])[CH3:48])=[O:20])[CH2:14]1. The yield is 0.810. (3) The reactants are C(Cl)(=O)C(Cl)=O.CS(C)=O.[CH2:11]([N:18]1[CH2:23][CH:22]=[C:21]([C:24]([CH3:28])([CH3:27])[CH2:25][OH:26])[CH2:20][CH2:19]1)[C:12]1[CH:17]=[CH:16][CH:15]=[CH:14][CH:13]=1.C(N(CC)CC)C. The catalyst is ClCCl.O. The product is [CH2:11]([N:18]1[CH2:19][CH:20]=[C:21]([C:24]([CH3:28])([CH3:27])[CH:25]=[O:26])[CH2:22][CH2:23]1)[C:12]1[CH:17]=[CH:16][CH:15]=[CH:14][CH:13]=1. The yield is 0.890. (4) The reactants are [NH:1]1[C:9]2[C:4](=[CH:5][C:6]([O:10][C:11]3[C:20]4[C:15](=[CH:16][C:17]([O:23][CH2:24][C@@H:25]5[CH2:27][O:26]5)=[C:18]([O:21][CH3:22])[CH:19]=4)[N:14]=[CH:13][N:12]=3)=[CH:7][CH:8]=2)[CH:3]=[CH:2]1.[CH:28]([NH2:31])([CH3:30])[CH3:29]. The catalyst is C1COCC1. The product is [OH:26][C@@H:25]([CH2:27][NH:31][CH:28]([CH3:30])[CH3:29])[CH2:24][O:23][C:17]1[CH:16]=[C:15]2[C:20]([C:11]([O:10][C:6]3[CH:5]=[C:4]4[C:9](=[CH:8][CH:7]=3)[NH:1][CH:2]=[CH:3]4)=[N:12][CH:13]=[N:14]2)=[CH:19][C:18]=1[O:21][CH3:22]. The yield is 0.560. (5) The reactants are [Cl-].[CH3:2][O:3][CH2:4][P+](C1C=CC=CC=1)(C1C=CC=CC=1)C1C=CC=CC=1.C[Si]([N-][Si](C)(C)C)(C)C.[Li+].[CH:34]([C:36]1[C:44]2[C:43]([C:45]([O:47][CH3:48])=[O:46])=[CH:42][CH:41]=[CH:40][C:39]=2[N:38]([CH2:49][C:50]2[CH:55]=[CH:54][C:53]([O:56][CH3:57])=[CH:52][CH:51]=2)[N:37]=1)=O. The catalyst is O1CCCC1. The product is [CH3:57][O:56][C:53]1[CH:54]=[CH:55][C:50]([CH2:49][N:38]2[C:39]3[CH:40]=[CH:41][CH:42]=[C:43]([C:45]([O:47][CH3:48])=[O:46])[C:44]=3[C:36]([CH:34]=[CH:2][O:3][CH3:4])=[N:37]2)=[CH:51][CH:52]=1. The yield is 0.820. (6) The reactants are CC1C=CC(C(O)=O)=CC=1.C(ON1C(=O)C2=CC=CC=C2C1=O)(=O)C.O=O.[C:28](O)(=[O:38])[C:29]1[CH:37]=[CH:36][C:32]([C:33]([OH:35])=[O:34])=[CH:31][CH:30]=1. The catalyst is [Ti].O.O.O.O.C([O-])(=O)C.[Co+2].C([O-])(=O)C.O.O.O.O.C([O-])(=O)C.[Mn+2].C([O-])(=O)C.C(O)(=O)C. The product is [C:33]([C:32]1[CH:36]=[CH:37][C:29]([CH:28]=[O:38])=[CH:30][CH:31]=1)([OH:35])=[O:34]. The yield is 0.744. (7) The reactants are Br[C:2]1[N:7]=[CH:6][CH:5]=[CH:4][N:3]=1.[Cl:8][C:9]1[CH:14]=[CH:13][C:12](B(O)O)=[CH:11][C:10]=1[C:18]([O:20][CH3:21])=[O:19].C1(P(C2C=CC=CC=2)C2C=CC=CC=2)C=CC=CC=1. The catalyst is C1COCC1.C([O-])(=O)C.[Pd+2].C([O-])(=O)C. The product is [Cl:8][C:9]1[CH:14]=[CH:13][C:12]([C:2]2[N:7]=[CH:6][CH:5]=[CH:4][N:3]=2)=[CH:11][C:10]=1[C:18]([O:20][CH3:21])=[O:19]. The yield is 0.420.